From a dataset of Reaction yield outcomes from USPTO patents with 853,638 reactions. Predict the reaction yield, written as a fraction of the theoretical maximum amount of product (1.0 means a 100% yield; for example, 0.34 means a 34% yield). The reactants are [NH2:1][C:2]1[CH:3]=[C:4]([C:8]2[CH:16]=[CH:15][C:14]([C:17]([NH2:19])=[O:18])=[C:13]3[C:9]=2[CH:10]=[C:11]([CH2:20][CH2:21][O:22][CH2:23][CH3:24])[NH:12]3)[CH:5]=[CH:6][CH:7]=1.CCN(C(C)C)C(C)C.[C:34](Cl)(=[O:37])[CH:35]=[CH2:36]. The catalyst is C(Cl)Cl. The product is [C:34]([NH:1][C:2]1[CH:3]=[C:4]([C:8]2[CH:16]=[CH:15][C:14]([C:17]([NH2:19])=[O:18])=[C:13]3[C:9]=2[CH:10]=[C:11]([CH2:20][CH2:21][O:22][CH2:23][CH3:24])[NH:12]3)[CH:5]=[CH:6][CH:7]=1)(=[O:37])[CH:35]=[CH2:36]. The yield is 0.264.